The task is: Predict the reactants needed to synthesize the given product.. This data is from Full USPTO retrosynthesis dataset with 1.9M reactions from patents (1976-2016). (1) Given the product [Cl:39][C:10]1[CH:11]=[C:12]([C:35]([NH:37][CH3:38])=[O:36])[C:13]([O:15][CH2:16][C@@H:17]([OH:34])[CH2:18][N:19]2[CH2:20][CH2:21][C:22]3([CH2:28][C:27]4[CH:29]=[C:30]([Cl:33])[CH:31]=[CH:32][C:26]=4[O:25]3)[CH2:23][CH2:24]2)=[CH:14][C:9]=1[O:8][C:5]([CH3:6])([CH3:7])[C:4]([OH:40])=[O:3], predict the reactants needed to synthesize it. The reactants are: C([O:3][C:4](=[O:40])[C:5]([O:8][C:9]1[CH:14]=[C:13]([O:15][CH2:16][C@@H:17]([OH:34])[CH2:18][N:19]2[CH2:24][CH2:23][C:22]3([CH2:28][C:27]4[CH:29]=[C:30]([Cl:33])[CH:31]=[CH:32][C:26]=4[O:25]3)[CH2:21][CH2:20]2)[C:12]([C:35]([NH:37][CH3:38])=[O:36])=[CH:11][C:10]=1[Cl:39])([CH3:7])[CH3:6])C.[OH-].[Na+]. (2) Given the product [NH2:22][C:21]1[CH:23]=[C:17]([CH:18]=[CH:19][C:20]=1[N+:24]([O-:26])=[O:25])[O:1][C:2]1[CH:3]=[C:4]([NH:8][C:9](=[O:15])[O:10][C:11]([CH3:12])([CH3:14])[CH3:13])[CH:5]=[CH:6][CH:7]=1, predict the reactants needed to synthesize it. The reactants are: [OH:1][C:2]1[CH:3]=[C:4]([NH:8][C:9](=[O:15])[O:10][C:11]([CH3:14])([CH3:13])[CH3:12])[CH:5]=[CH:6][CH:7]=1.F[C:17]1[CH:18]=[CH:19][C:20]([N+:24]([O-:26])=[O:25])=[C:21]([CH:23]=1)[NH2:22].C(=O)([O-])[O-].[K+].[K+].